Dataset: Full USPTO retrosynthesis dataset with 1.9M reactions from patents (1976-2016). Task: Predict the reactants needed to synthesize the given product. (1) Given the product [CH3:1][O:2][C:3]1[CH:8]=[C:7]([N:9]2[CH2:14][CH2:13][CH:12]([N:15]3[CH2:16][CH2:17][N:18]([CH3:21])[CH2:19][CH2:20]3)[CH2:11][CH2:10]2)[C:6]([CH3:22])=[CH:5][C:4]=1[NH2:23], predict the reactants needed to synthesize it. The reactants are: [CH3:1][O:2][C:3]1[C:4]([N+:23]([O-])=O)=[CH:5][C:6]([CH3:22])=[C:7]([N:9]2[CH2:14][CH2:13][CH:12]([N:15]3[CH2:20][CH2:19][N:18]([CH3:21])[CH2:17][CH2:16]3)[CH2:11][CH2:10]2)[CH:8]=1. (2) Given the product [Cl:1][C:2]1[C:11]([CH:12]=[O:28])=[N:10][C:9]2[NH:8][C:7](=[O:20])[CH2:6][O:5][C:4]=2[CH:3]=1, predict the reactants needed to synthesize it. The reactants are: [Cl:1][C:2]1[C:11](/[CH:12]=C/C2C=CC=CC=2)=[N:10][C:9]2[NH:8][C:7](=[O:20])[CH2:6][O:5][C:4]=2[CH:3]=1.CSC.CN(C=[O:28])C. (3) Given the product [C:24]([C@:10]1([CH2:9][OH:8])[O:14][C@@H:13]([N:15]2[CH:23]=[C:21]([CH3:22])[C:19](=[O:20])[NH:18][C:16]2=[O:17])[CH:12]=[CH:11]1)#[CH:25], predict the reactants needed to synthesize it. The reactants are: C(OC([O:8][CH2:9][C@@:10]1([C:24]#[CH:25])[O:14][C@@H:13]([N:15]2[CH:23]=[C:21]([CH3:22])[C:19](=[O:20])[NH:18][C:16]2=[O:17])[CH:12]=[CH:11]1)=O)(C)(C)C.C(=O)([O-])[O-].[K+].[K+]. (4) Given the product [CH3:19][C:2]([CH3:1])([S@@:4]([NH:6][C@:7]([C:13]1[CH:18]=[CH:17][CH:16]=[CH:15][CH:14]=1)([CH3:12])[CH2:8][C:9]([NH:26][C:22]1[CH:21]=[C:20]([CH3:27])[CH:25]=[CH:24][CH:23]=1)=[O:11])=[O:5])[CH3:3], predict the reactants needed to synthesize it. The reactants are: [CH3:1][C:2]([CH3:19])([S@@:4]([NH:6][C@:7]([C:13]1[CH:18]=[CH:17][CH:16]=[CH:15][CH:14]=1)([CH3:12])[CH2:8][C:9]([OH:11])=O)=[O:5])[CH3:3].[C:20]1([CH3:27])[CH:25]=[CH:24][CH:23]=[C:22]([NH2:26])[CH:21]=1.C1CCC(N=C=NC2CCCCC2)CC1. (5) Given the product [CH3:1][O:2][C:3]1[CH:27]=[C:26]([O:28][CH3:29])[CH:25]=[CH:24][C:4]=1[CH2:5][N:6]1[C:9](=[O:10])[C@@H:8]([NH:11][C:12](=[O:21])[O:13][CH2:14][C:15]2[CH:20]=[CH:19][CH:18]=[CH:17][CH:16]=2)[C@H:7]1[CH2:22][OH:23], predict the reactants needed to synthesize it. The reactants are: [CH3:1][O:2][C:3]1[CH:27]=[C:26]([O:28][CH3:29])[CH:25]=[CH:24][C:4]=1[CH2:5][N:6]1[C:9](=[O:10])[C@@H:8]([NH:11][C:12](=[O:21])[O:13][CH2:14][C:15]2[CH:20]=[CH:19][CH:18]=[CH:17][CH:16]=2)[C@H:7]1[CH:22]=[O:23].[BH4-].[Na+].